From a dataset of Reaction yield outcomes from USPTO patents with 853,638 reactions. Predict the reaction yield, written as a fraction of the theoretical maximum amount of product (1.0 means a 100% yield; for example, 0.34 means a 34% yield). (1) The reactants are [NH:1]([C:7]([O:9][CH2:10][CH:11]1[C:23]2[C:18](=[CH:19][CH:20]=[CH:21][CH:22]=2)[C:17]2[C:12]1=[CH:13][CH:14]=[CH:15][CH:16]=2)=[O:8])[C@H:2]([C:4]([OH:6])=[O:5])[CH3:3].I[CH2:25][C:26]([O:28]C(C)(C)C)=[O:27].CCN(C(C)C)C(C)C. The catalyst is C1COCC1.CN(C=O)C. The product is [NH:1]([C:7]([O:9][CH2:10][CH:11]1[C:12]2[C:17](=[CH:16][CH:15]=[CH:14][CH:13]=2)[C:18]2[C:23]1=[CH:22][CH:21]=[CH:20][CH:19]=2)=[O:8])[C@H:2]([C:4]([O:6][CH2:25][C:26]([OH:28])=[O:27])=[O:5])[CH3:3]. The yield is 0.520. (2) The reactants are [NH2:1][C:2]1[CH:3]=[C:4]([CH:21]=[CH:22][C:23]=1[Cl:24])[O:5][C:6]1[CH:7]=[CH:8][C:9]2[N:10]([CH:12]=[C:13]([NH:15][C:16]([CH:18]3[CH2:20][CH2:19]3)=[O:17])[N:14]=2)[N:11]=1.[F:25][C:26]([F:37])([F:36])[C:27]1[CH:28]=[C:29]([CH:33]=[CH:34][CH:35]=1)[C:30](Cl)=[O:31].C(=O)([O-])O.[Na+]. The catalyst is CN1CCCC1=O. The product is [Cl:24][C:23]1[CH:22]=[CH:21][C:4]([O:5][C:6]2[CH:7]=[CH:8][C:9]3[N:10]([CH:12]=[C:13]([NH:15][C:16]([CH:18]4[CH2:20][CH2:19]4)=[O:17])[N:14]=3)[N:11]=2)=[CH:3][C:2]=1[NH:1][C:30](=[O:31])[C:29]1[CH:33]=[CH:34][CH:35]=[C:27]([C:26]([F:25])([F:36])[F:37])[CH:28]=1. The yield is 0.850. (3) The reactants are F[C:2](F)(F)[C:3]([OH:5])=O.[Cl:8][C:9]1[C:10]([F:37])=[C:11]([CH:15]2[C:19]([C:22]3[CH:27]=[CH:26][C:25]([Cl:28])=[CH:24][CH:23]=3)([C:20]#[N:21])[CH:18]([CH2:29][C:30]([CH3:33])([CH3:32])[CH3:31])[NH:17][CH:16]2[C:34](O)=[O:35])[CH:12]=[CH:13][CH:14]=1.NCC[CH2:41][CH2:42][OH:43].C[N:45](C(ON1N=NC2C=CC=NC1=2)=[N+](C)C)C.F[P-](F)(F)(F)(F)F.CCN(C(C)C)C(C)C. The catalyst is C(Cl)Cl. The product is [OH:43][CH2:42][CH2:41][O:5][CH2:3][CH2:2][NH:45][C:34]([CH:16]1[CH:15]([C:11]2[CH:12]=[CH:13][CH:14]=[C:9]([Cl:8])[C:10]=2[F:37])[C:19]([C:22]2[CH:23]=[CH:24][C:25]([Cl:28])=[CH:26][CH:27]=2)([C:20]#[N:21])[CH:18]([CH2:29][C:30]([CH3:32])([CH3:33])[CH3:31])[NH:17]1)=[O:35]. The yield is 0.620.